This data is from Peptide-MHC class II binding affinity with 134,281 pairs from IEDB. The task is: Regression. Given a peptide amino acid sequence and an MHC pseudo amino acid sequence, predict their binding affinity value. This is MHC class II binding data. The peptide sequence is NLARTISEAGQAMAS. The MHC is HLA-DQA10101-DQB10501 with pseudo-sequence HLA-DQA10101-DQB10501. The binding affinity (normalized) is 0.